Dataset: Forward reaction prediction with 1.9M reactions from USPTO patents (1976-2016). Task: Predict the product of the given reaction. (1) The product is: [CH3:1][N:2]([CH3:7])[C:3](=[O:6])[CH:4]=[CH2:5].[CH2:9]([NH2:2])[CH2:8][NH2:10]. Given the reactants [CH3:1][N:2]([CH3:7])[C:3](=[O:6])[CH:4]=[CH2:5].[C:8](#[N:10])[CH3:9], predict the reaction product. (2) Given the reactants [NH:1](C(OCC1C=CC=CC=1)=O)[C@@H:2]([C:22]([O:24]CC1C=CC=CC=1)=[O:23])[CH2:3][CH2:4][C:5]([NH:7][C@@H:8]([C:19]([OH:21])=[O:20])[CH2:9][C:10]1[C:18]2[C:13](=[CH:14][CH:15]=[CH:16][CH:17]=2)[NH:12][CH:11]=1)=[O:6].ON1C(=O)CCC1=O.CCN=C=NCCCN(C)C.Cl.Cl.CCN(C(C)C)C(C)C.[F:72][C:73]([F:77])([F:76])[CH2:74]O, predict the reaction product. The product is: [NH2:1][C@@H:2]([C:22]([OH:24])=[O:23])[CH2:3][CH2:4][C:5]([NH:7][C@@H:8]([C:19]([O:21][CH2:74][C:73]([F:77])([F:76])[F:72])=[O:20])[CH2:9][C:10]1[C:18]2[C:13](=[CH:14][CH:15]=[CH:16][CH:17]=2)[NH:12][CH:11]=1)=[O:6]. (3) Given the reactants C([O:3][C:4](=[O:31])[CH2:5][CH2:6][C:7]1[CH:12]=[CH:11][C:10]([O:13][CH2:14][CH:15]=[C:16]([C:24]2[CH:29]=[CH:28][C:27]([Br:30])=[CH:26][CH:25]=2)[C:17]2[CH:22]=[CH:21][C:20]([Br:23])=[CH:19][CH:18]=2)=[CH:9][CH:8]=1)C.[OH-].[Na+], predict the reaction product. The product is: [Br:23][C:20]1[CH:19]=[CH:18][C:17]([C:16]([C:24]2[CH:25]=[CH:26][C:27]([Br:30])=[CH:28][CH:29]=2)=[CH:15][CH2:14][O:13][C:10]2[CH:11]=[CH:12][C:7]([CH2:6][CH2:5][C:4]([OH:31])=[O:3])=[CH:8][CH:9]=2)=[CH:22][CH:21]=1. (4) Given the reactants [CH2:1]([OH:3])[CH3:2].[C:4]([NH:7][C:8]1[C:9](CC)=[C:10]([CH:14]=[CH:15][C:16]=1[N+:17]([O-])=O)[C:11]([O-])=[O:12])(=O)[CH3:5], predict the reaction product. The product is: [CH2:1]([O:3][C:11]([C:10]1[CH:14]=[CH:15][C:16]2[N:17]=[C:4]([CH3:5])[NH:7][C:8]=2[CH:9]=1)=[O:12])[CH3:2].